This data is from Forward reaction prediction with 1.9M reactions from USPTO patents (1976-2016). The task is: Predict the product of the given reaction. (1) Given the reactants [CH3:1][CH2:2][C:3]1[CH:4]=[CH:5][C:6]([CH2:9][CH2:10][O:11][C:12]2[CH:13]=[CH:14][C:15]([CH2:18][CH:19]3[S:25][C:23](=[O:24])[NH:22][C:20]3=[O:21])=[CH:16][CH:17]=2)=[N:7][CH:8]=1.CO.[ClH:28], predict the reaction product. The product is: [CH3:1][CH2:2][C:3]1[CH:4]=[CH:5][C:6]([CH2:9][CH2:10][O:11][C:12]2[CH:13]=[CH:14][C:15]([CH2:18][CH:19]3[S:25][C:23](=[O:24])[NH:22][C:20]3=[O:21])=[CH:16][CH:17]=2)=[N:7][CH:8]=1.[ClH:28]. (2) Given the reactants [O:1]1CCO[CH:2]1[C:6]1[CH:7]=[C:8]([CH:28]=[C:29]([CH3:31])[CH:30]=1)[O:9][C:10]1[N:15]([CH2:16][C:17]2[CH:22]=[CH:21][N:20]=[CH:19][CH:18]=2)[C:14](=[O:23])[NH:13][C:12](=[O:24])[C:11]=1[CH:25]([CH3:27])[CH3:26].O.C1(C)C=CC(S(O)(=O)=O)=CC=1.C(=O)(O)[O-].[Na+], predict the reaction product. The product is: [CH:25]([C:11]1[C:12](=[O:24])[NH:13][C:14](=[O:23])[N:15]([CH2:16][C:17]2[CH:18]=[CH:19][N:20]=[CH:21][CH:22]=2)[C:10]=1[O:9][C:8]1[CH:7]=[C:6]([CH:30]=[C:29]([CH3:31])[CH:28]=1)[CH:2]=[O:1])([CH3:27])[CH3:26].